This data is from Forward reaction prediction with 1.9M reactions from USPTO patents (1976-2016). The task is: Predict the product of the given reaction. Given the reactants [CH2:1]([O:3][C:4](=[O:44])[CH2:5][CH2:6][CH2:7][O:8][C:9]1[CH:14]=[CH:13][CH:12]=[C:11]([CH2:15][CH2:16][CH2:17][CH2:18][CH2:19][CH2:20][O:21][C:22]2[CH:27]=[C:26](Br)[CH:25]=[C:24]([O:29][CH2:30][C:31]3[CH:36]=[CH:35][CH:34]=[CH:33][CH:32]=3)[CH:23]=2)[C:10]=1[CH2:37][CH2:38][C:39]([O:41][CH2:42][CH3:43])=[O:40])[CH3:2].[S:45]1[CH:49]=[CH:48][C:47](B(O)O)=[CH:46]1.C(=O)([O-])[O-].[Cs+].[Cs+], predict the reaction product. The product is: [CH2:1]([O:3][C:4](=[O:44])[CH2:5][CH2:6][CH2:7][O:8][C:9]1[CH:14]=[CH:13][CH:12]=[C:11]([CH2:15][CH2:16][CH2:17][CH2:18][CH2:19][CH2:20][O:21][C:22]2[CH:27]=[C:26]([C:47]3[CH:48]=[CH:49][S:45][CH:46]=3)[CH:25]=[C:24]([O:29][CH2:30][C:31]3[CH:36]=[CH:35][CH:34]=[CH:33][CH:32]=3)[CH:23]=2)[C:10]=1[CH2:37][CH2:38][C:39]([O:41][CH2:42][CH3:43])=[O:40])[CH3:2].